The task is: Predict the product of the given reaction.. This data is from Forward reaction prediction with 1.9M reactions from USPTO patents (1976-2016). (1) The product is: [CH:1]1([C:4]2[C:13]3[C:12](=[O:14])[CH2:11][CH2:10][C:9]([CH3:15])([CH3:16])[C:8]=3[CH:7]=[C:6]([O:17][S:20]([C:19]([F:39])([F:38])[F:18])(=[O:22])=[O:21])[CH:5]=2)[CH2:3][CH2:2]1. Given the reactants [CH:1]1([C:4]2[CH:5]=[C:6]([OH:17])[CH:7]=[C:8]3[C:13]=2[C:12](=[O:14])[CH2:11][CH2:10][C:9]3([CH3:16])[CH3:15])[CH2:3][CH2:2]1.[F:18][C:19]([F:39])([F:38])[S:20](N(C1C=CC(Cl)=CN=1)[S:20]([C:19]([F:39])([F:38])[F:18])(=[O:22])=[O:21])(=[O:22])=[O:21].C(OCC)(=O)C, predict the reaction product. (2) Given the reactants [NH2:1][C:2]1[N:6]=[C:5]([CH:7]([CH3:9])[CH3:8])[NH:4][N:3]=1.C[CH:11](C)[C:12]([CH:14]([CH2:18][C:19]([O-:21])=[O:20])[C:15]([O-:17])=O)=O.[C:23]1(C)C=CC=CC=1, predict the reaction product. The product is: [OH:17][C:15]1[N:3]2[N:4]=[C:5]([CH:7]([CH3:9])[CH3:8])[N:6]=[C:2]2[N:1]=[C:12]([CH3:11])[C:14]=1[CH2:18][C:19]([O:21][CH3:23])=[O:20]. (3) Given the reactants [F:1][C:2]1[CH:7]=[CH:6][C:5]([F:8])=[CH:4][C:3]=1[CH:9]([S:30]([C:33]1[CH:38]=[CH:37][C:36]([F:39])=[CH:35][CH:34]=1)(=[O:32])=[O:31])[C:10]1[C:11]([CH3:29])=[CH:12][C:13]([C:16]([NH:18][CH2:19][CH2:20][NH:21][C:22](=O)[O:23]C(C)(C)C)=[O:17])=[N:14][CH:15]=1.[C:40](OC(=O)C)(=O)C.C(N(CC)CC)C, predict the reaction product. The product is: [C:22]([NH:21][CH2:20][CH2:19][NH:18][C:16]([C:13]1[CH:12]=[C:11]([CH3:29])[C:10]([CH:9]([C:3]2[CH:4]=[C:5]([F:8])[CH:6]=[CH:7][C:2]=2[F:1])[S:30]([C:33]2[CH:34]=[CH:35][C:36]([F:39])=[CH:37][CH:38]=2)(=[O:31])=[O:32])=[CH:15][N:14]=1)=[O:17])(=[O:23])[CH3:40]. (4) Given the reactants [CH2:1]([S:3](Cl)(=[O:5])=[O:4])[CH3:2].CS([N:11]1[CH2:16][CH2:15][CH:14]([NH:17][C:18]([NH:20][C:21]2[CH:26]=[CH:25][C:24]([C:27]([F:30])([F:29])[F:28])=[CH:23][CH:22]=2)=[O:19])[CH2:13][CH2:12]1)(=O)=O, predict the reaction product. The product is: [CH2:1]([S:3]([N:11]1[CH2:16][CH2:15][CH:14]([NH:17][C:18]([NH:20][C:21]2[CH:26]=[CH:25][C:24]([C:27]([F:28])([F:29])[F:30])=[CH:23][CH:22]=2)=[O:19])[CH2:13][CH2:12]1)(=[O:5])=[O:4])[CH3:2]. (5) Given the reactants [Si:1]([O:8][CH2:9][CH2:10][C@@H:11]([OH:13])[CH3:12])([C:4]([CH3:7])([CH3:6])[CH3:5])([CH3:3])[CH3:2].[N:14]([C:17]1[CH:22]=[CH:21][C:20]([B:23]2[O:27][C:26]([CH3:29])([CH3:28])[C:25]([CH3:31])([CH3:30])[O:24]2)=[CH:19][C:18]=1[O:32][CH3:33])=[C:15]=[O:16], predict the reaction product. The product is: [CH3:33][O:32][C:18]1[CH:19]=[C:20]([B:23]2[O:27][C:26]([CH3:28])([CH3:29])[C:25]([CH3:30])([CH3:31])[O:24]2)[CH:21]=[CH:22][C:17]=1[NH:14][C:15](=[O:16])[O:13][C@H:11]([CH2:10][CH2:9][O:8][Si:1]([C:4]([CH3:7])([CH3:6])[CH3:5])([CH3:3])[CH3:2])[CH3:12].